Dataset: NCI-60 drug combinations with 297,098 pairs across 59 cell lines. Task: Regression. Given two drug SMILES strings and cell line genomic features, predict the synergy score measuring deviation from expected non-interaction effect. (1) Drug 1: C1CN1C2=NC(=NC(=N2)N3CC3)N4CC4. Drug 2: C1=CC(=CC=C1CC(C(=O)O)N)N(CCCl)CCCl.Cl. Cell line: NCI/ADR-RES. Synergy scores: CSS=53.1, Synergy_ZIP=-4.34, Synergy_Bliss=-2.35, Synergy_Loewe=-4.67, Synergy_HSA=1.53. (2) Drug 1: CN(CC1=CN=C2C(=N1)C(=NC(=N2)N)N)C3=CC=C(C=C3)C(=O)NC(CCC(=O)O)C(=O)O. Drug 2: C1CN(P(=O)(OC1)NCCCl)CCCl. Cell line: RXF 393. Synergy scores: CSS=7.31, Synergy_ZIP=-4.20, Synergy_Bliss=-3.10, Synergy_Loewe=-7.66, Synergy_HSA=-1.61. (3) Drug 1: C1=CC(=C2C(=C1NCCNCCO)C(=O)C3=C(C=CC(=C3C2=O)O)O)NCCNCCO. Drug 2: COCCOC1=C(C=C2C(=C1)C(=NC=N2)NC3=CC=CC(=C3)C#C)OCCOC.Cl. Cell line: U251. Synergy scores: CSS=49.3, Synergy_ZIP=1.36, Synergy_Bliss=0.304, Synergy_Loewe=-27.9, Synergy_HSA=0.831.